This data is from Full USPTO retrosynthesis dataset with 1.9M reactions from patents (1976-2016). The task is: Predict the reactants needed to synthesize the given product. (1) The reactants are: Br[C:2]1[CH:7]=[CH:6][CH:5]=[CH:4][C:3]=1[CH2:8][C:9]([OH:11])=[O:10].[I:12][C:13]1[CH:19]=[CH:18][C:16]([NH2:17])=[CH:15][CH:14]=1. Given the product [I:12][C:13]1[CH:19]=[CH:18][C:16]([NH:17][C:2]2[CH:7]=[CH:6][CH:5]=[CH:4][C:3]=2[CH2:8][C:9]([OH:11])=[O:10])=[CH:15][CH:14]=1, predict the reactants needed to synthesize it. (2) Given the product [CH2:21]([C:20]1[C:3]2[C:4](=[O:19])[N:5]([C:13]3[CH:18]=[CH:17][CH:16]=[CH:15][CH:14]=3)[C:6]3[N:7]=[C:8]([CH3:12])[CH:9]=[CH:10][C:11]=3[C:2]=2[NH:31][N:30]=1)[C:22]1[CH:27]=[CH:26][CH:25]=[CH:24][CH:23]=1, predict the reactants needed to synthesize it. The reactants are: O[C:2]1[C:11]2[C:6](=[N:7][C:8]([CH3:12])=[CH:9][CH:10]=2)[N:5]([C:13]2[CH:18]=[CH:17][CH:16]=[CH:15][CH:14]=2)[C:4](=[O:19])[C:3]=1[C:20](=O)[CH2:21][C:22]1[CH:27]=[CH:26][CH:25]=[CH:24][CH:23]=1.O.[NH2:30][NH2:31].C(=O)([O-])O.[Na+]. (3) Given the product [CH2:1]([N:8]1[CH2:12][CH2:11][CH:10]([O:13][C:14]2[CH:15]=[CH:16][C:17]([N+:20]([O-:22])=[O:21])=[C:18]([CH2:24][S:25]([C:28]3[C:37]4[C:32](=[CH:33][CH:34]=[CH:35][CH:36]=4)[CH:31]=[CH:30][CH:29]=3)(=[O:26])=[O:27])[CH:19]=2)[CH2:9]1)[C:2]1[CH:7]=[CH:6][CH:5]=[CH:4][CH:3]=1, predict the reactants needed to synthesize it. The reactants are: [CH2:1]([N:8]1[CH2:12][CH2:11][CH:10]([O:13][C:14]2[CH:19]=[CH:18][C:17]([N+:20]([O-:22])=[O:21])=[CH:16][CH:15]=2)[CH2:9]1)[C:2]1[CH:7]=[CH:6][CH:5]=[CH:4][CH:3]=1.Cl[CH2:24][S:25]([C:28]1[C:37]2[C:32](=[CH:33][CH:34]=[CH:35][CH:36]=2)[CH:31]=[CH:30][CH:29]=1)(=[O:27])=[O:26].CC(C)([O-])C.[K+].C(=O)(O)[O-].[Na+]. (4) Given the product [C:17]([NH:16][C:4]1[CH:5]=[CH:6][C:7]([NH:8][CH2:9][CH:10]2[CH2:11][CH2:12][O:13][CH2:14][CH2:15]2)=[C:2]([NH:1][C:31](=[O:32])[C:30]([CH3:35])([CH3:34])[CH3:29])[CH:3]=1)(=[O:19])[CH3:18], predict the reactants needed to synthesize it. The reactants are: [NH2:1][C:2]1[CH:3]=[C:4]([NH:16][C:17](=[O:19])[CH3:18])[CH:5]=[CH:6][C:7]=1[NH:8][CH2:9][CH:10]1[CH2:15][CH2:14][O:13][CH2:12][CH2:11]1.CCN(C(C)C)C(C)C.[CH3:29][C:30]([CH3:35])([CH3:34])[C:31](Cl)=[O:32].